This data is from Forward reaction prediction with 1.9M reactions from USPTO patents (1976-2016). The task is: Predict the product of the given reaction. (1) Given the reactants [NH:1]1[CH:5]=[CH:4][N:3]=[C:2]1[C:6]1[CH:7]=[CH:8][C:9]([CH3:26])=[C:10]([C:12]2[C:23](=[O:24])[N:22]([CH3:25])[C:15]3[N:16]=[C:17](SC)[N:18]=[CH:19][C:14]=3[CH:13]=2)[CH:11]=1.OOS([O-])=O.[K+].[NH2:33][CH:34]1[CH2:39][CH2:38][O:37][CH2:36][CH2:35]1, predict the reaction product. The product is: [NH:1]1[CH:5]=[CH:4][N:3]=[C:2]1[C:6]1[CH:7]=[CH:8][C:9]([CH3:26])=[C:10]([C:12]2[C:23](=[O:24])[N:22]([CH3:25])[C:15]3[N:16]=[C:17]([NH:33][CH:34]4[CH2:39][CH2:38][O:37][CH2:36][CH2:35]4)[N:18]=[CH:19][C:14]=3[CH:13]=2)[CH:11]=1. (2) Given the reactants [CH2:1]([O:3][C:4]1[CH:9]=[CH:8][C:7]([C:10]([F:13])([F:12])[F:11])=[CH:6][C:5]=1[NH:14][C:15]([NH:17][C:18]1[CH:23]=[CH:22][C:21](B2OC(C)(C)C(C)(C)O2)=[CH:20][CH:19]=1)=[O:16])[CH3:2].I[C:34]1[CH:39]=[CH:38][N:37]=[C:36]2[NH:40][N:41]=[C:42]([NH2:43])[C:35]=12, predict the reaction product. The product is: [NH2:43][C:42]1[C:35]2[C:36](=[N:37][CH:38]=[CH:39][C:34]=2[C:21]2[CH:22]=[CH:23][C:18]([NH:17][C:15]([NH:14][C:5]3[CH:6]=[C:7]([C:10]([F:11])([F:13])[F:12])[CH:8]=[CH:9][C:4]=3[O:3][CH2:1][CH3:2])=[O:16])=[CH:19][CH:20]=2)[NH:40][N:41]=1. (3) The product is: [F:17][C:18]1[CH:19]=[C:20]([CH:23]=[CH:24][C:25]=1[F:26])[CH2:21][N:1]1[CH2:6][CH2:5][CH:4]([NH:7][C:8]2[S:9][C:10]([C:13]([F:16])([F:14])[F:15])=[N:11][N:12]=2)[CH2:3][CH2:2]1. Given the reactants [NH:1]1[CH2:6][CH2:5][CH:4]([NH:7][C:8]2[S:9][C:10]([C:13]([F:16])([F:15])[F:14])=[N:11][N:12]=2)[CH2:3][CH2:2]1.[F:17][C:18]1[CH:19]=[C:20]([CH:23]=[CH:24][C:25]=1[F:26])[CH2:21]Br.C(N(C(C)C)CC)(C)C, predict the reaction product. (4) Given the reactants [Br:1][C:2]1[N:3]=[N:4][C:5](Br)=[CH:6][CH:7]=1.C(P(C(C)(C)C)C(C)(C)C)(C)(C)C.C(=O)([O-])[O-].[K+].[K+].C(O)CCO.[S:33]1[CH:37]=[CH:36][C:35](B(O)O)=[CH:34]1.[OH-].[Na+], predict the reaction product. The product is: [Br:1][C:2]1[N:3]=[N:4][C:5]([C:35]2[CH:36]=[CH:37][S:33][CH:34]=2)=[CH:6][CH:7]=1.